This data is from Retrosynthesis with 50K atom-mapped reactions and 10 reaction types from USPTO. The task is: Predict the reactants needed to synthesize the given product. (1) Given the product CC(C)(O)CCCC(C)(CCO)[C@H]1CC[C@H]2[C@@H](O[Si](C)(C)C(C)(C)C)CCC[C@@]21C, predict the reactants needed to synthesize it. The reactants are: CC(C)(O)CCCC(C)(CCO[Si](C)(C)C(C)(C)C)C1CCC2C(O[Si](C)(C)C(C)(C)C)CCCC21C. (2) Given the product CC(=O)N(C)c1ccc2c(c1)CCCC2=O, predict the reactants needed to synthesize it. The reactants are: CC(=O)Nc1ccc2c(c1)CCCC2=O.CI. (3) Given the product CCOC(=O)C[C@H](NC(=O)c1ccc(-c2cccc(F)c2)cc1NC(=O)Nc1c(C)cc(C)cc1C)C(=O)O, predict the reactants needed to synthesize it. The reactants are: CCOC(=O)C[C@H](NC(=O)c1ccc(-c2cccc(F)c2)cc1NC(=O)Nc1c(C)cc(C)cc1C)C(=O)OCc1ccccc1. (4) Given the product CN(Cc1cc(-c2ccccc2)n(S(=O)(=O)c2cccc(-c3nnn[nH]3)c2)c1)C(=O)OC(C)(C)C, predict the reactants needed to synthesize it. The reactants are: CN(Cc1cc(-c2ccccc2)n(S(=O)(=O)c2cccc(C#N)c2)c1)C(=O)OC(C)(C)C.[N-]=[N+]=[N-]. (5) Given the product O=C(Nc1cccnc1N1CCNCC1)C(F)(F)F, predict the reactants needed to synthesize it. The reactants are: O=C(OCc1ccccc1)N1CCN(c2ncccc2NC(=O)C(F)(F)F)CC1. (6) Given the product CC(C)(C)OC(=O)C(N)C[C@H](NC(=O)Cc1ccccc1)C(=O)OC(C)(C)C, predict the reactants needed to synthesize it. The reactants are: CC(C)(C)OC(=O)C(C[C@H](NC(=O)Cc1ccccc1)C(=O)OC(C)(C)C)[N+](=O)[O-]. (7) Given the product CCN(CC)C(=O)n1c(SC(F)(F)C(F)F)nc(-c2ccccc2)c1-c1ccccc1, predict the reactants needed to synthesize it. The reactants are: CCN(CC)C(=O)Cl.FC(F)C(F)(F)Sc1nc(-c2ccccc2)c(-c2ccccc2)[nH]1. (8) Given the product CCOC(=O)C(O)C1CCCCC1=O, predict the reactants needed to synthesize it. The reactants are: CCOC(=O)C=O.O=C1CCCCC1.